This data is from NCI-60 drug combinations with 297,098 pairs across 59 cell lines. The task is: Regression. Given two drug SMILES strings and cell line genomic features, predict the synergy score measuring deviation from expected non-interaction effect. (1) Drug 1: CS(=O)(=O)CCNCC1=CC=C(O1)C2=CC3=C(C=C2)N=CN=C3NC4=CC(=C(C=C4)OCC5=CC(=CC=C5)F)Cl. Drug 2: C1=CC(=C(C=C1I)F)NC2=C(C=CC(=C2F)F)C(=O)NOCC(CO)O. Cell line: SW-620. Synergy scores: CSS=53.6, Synergy_ZIP=2.42, Synergy_Bliss=1.35, Synergy_Loewe=-17.3, Synergy_HSA=0.668. (2) Drug 2: CC12CCC3C(C1CCC2OP(=O)(O)O)CCC4=C3C=CC(=C4)OC(=O)N(CCCl)CCCl.[Na+]. Cell line: SF-268. Synergy scores: CSS=1.71, Synergy_ZIP=-0.848, Synergy_Bliss=-1.90, Synergy_Loewe=-1.46, Synergy_HSA=-3.79. Drug 1: CS(=O)(=O)OCCCCOS(=O)(=O)C. (3) Drug 1: CCC(=C(C1=CC=CC=C1)C2=CC=C(C=C2)OCCN(C)C)C3=CC=CC=C3.C(C(=O)O)C(CC(=O)O)(C(=O)O)O. Drug 2: C1=NC2=C(N=C(N=C2N1C3C(C(C(O3)CO)O)F)Cl)N. Cell line: BT-549. Synergy scores: CSS=6.35, Synergy_ZIP=2.80, Synergy_Bliss=7.71, Synergy_Loewe=0.0426, Synergy_HSA=3.79. (4) Drug 1: CC1=C2C(C(=O)C3(C(CC4C(C3C(C(C2(C)C)(CC1OC(=O)C(C(C5=CC=CC=C5)NC(=O)OC(C)(C)C)O)O)OC(=O)C6=CC=CC=C6)(CO4)OC(=O)C)O)C)O. Drug 2: CC12CCC3C(C1CCC2OP(=O)(O)O)CCC4=C3C=CC(=C4)OC(=O)N(CCCl)CCCl.[Na+]. Cell line: NCI-H226. Synergy scores: CSS=40.8, Synergy_ZIP=4.29, Synergy_Bliss=13.9, Synergy_Loewe=10.6, Synergy_HSA=10.7. (5) Drug 1: CC1=C(N=C(N=C1N)C(CC(=O)N)NCC(C(=O)N)N)C(=O)NC(C(C2=CN=CN2)OC3C(C(C(C(O3)CO)O)O)OC4C(C(C(C(O4)CO)O)OC(=O)N)O)C(=O)NC(C)C(C(C)C(=O)NC(C(C)O)C(=O)NCCC5=NC(=CS5)C6=NC(=CS6)C(=O)NCCC[S+](C)C)O. Drug 2: C1=NNC2=C1C(=O)NC=N2. Cell line: SNB-19. Synergy scores: CSS=21.7, Synergy_ZIP=4.56, Synergy_Bliss=0.0530, Synergy_Loewe=-22.3, Synergy_HSA=1.18. (6) Drug 1: C1=NC2=C(N=C(N=C2N1C3C(C(C(O3)CO)O)O)F)N. Drug 2: C1CN(P(=O)(OC1)NCCCl)CCCl. Cell line: NCI-H460. Synergy scores: CSS=-1.34, Synergy_ZIP=1.09, Synergy_Bliss=-0.400, Synergy_Loewe=-0.488, Synergy_HSA=-2.76. (7) Drug 1: CC(C)(C1=NC(=CC=C1)N2C3=NC(=NC=C3C(=O)N2CC=C)NC4=CC=C(C=C4)N5CCN(CC5)C)O. Drug 2: CCC1=C2CN3C(=CC4=C(C3=O)COC(=O)C4(CC)O)C2=NC5=C1C=C(C=C5)O. Cell line: NCI-H460. Synergy scores: CSS=40.7, Synergy_ZIP=1.10, Synergy_Bliss=1.90, Synergy_Loewe=2.50, Synergy_HSA=4.97. (8) Drug 1: C1CCN(CC1)CCOC2=CC=C(C=C2)C(=O)C3=C(SC4=C3C=CC(=C4)O)C5=CC=C(C=C5)O. Drug 2: C1C(C(OC1N2C=C(C(=O)NC2=O)F)CO)O. Cell line: M14. Synergy scores: CSS=17.8, Synergy_ZIP=-8.16, Synergy_Bliss=0.526, Synergy_Loewe=-21.9, Synergy_HSA=-2.35. (9) Drug 1: CN(C)C1=NC(=NC(=N1)N(C)C)N(C)C. Drug 2: C1CC(=O)NC(=O)C1N2C(=O)C3=CC=CC=C3C2=O. Cell line: U251. Synergy scores: CSS=1.16, Synergy_ZIP=4.59, Synergy_Bliss=8.57, Synergy_Loewe=2.43, Synergy_HSA=3.12. (10) Drug 1: CC(CN1CC(=O)NC(=O)C1)N2CC(=O)NC(=O)C2. Drug 2: C(CC(=O)O)C(=O)CN.Cl. Cell line: M14. Synergy scores: CSS=13.8, Synergy_ZIP=-5.40, Synergy_Bliss=-2.13, Synergy_Loewe=-1.86, Synergy_HSA=-1.74.